Dataset: Full USPTO retrosynthesis dataset with 1.9M reactions from patents (1976-2016). Task: Predict the reactants needed to synthesize the given product. Given the product [CH3:35][O:34][C:32]1[CH:31]=[CH:30][C:28]2[N:29]=[C:25]([NH:1][C:2]3[CH:3]=[CH:4][C:5]([C:8]4[CH:13]=[CH:12][C:11]([C:14]([NH:16][C:17]([CH3:23])([C:19]([O:21][CH3:22])=[O:20])[CH3:18])=[O:15])=[CH:10][CH:9]=4)=[CH:6][CH:7]=3)[S:26][C:27]=2[CH:33]=1, predict the reactants needed to synthesize it. The reactants are: [NH2:1][C:2]1[CH:7]=[CH:6][C:5]([C:8]2[CH:13]=[CH:12][C:11]([C:14]([NH:16][C:17]([CH3:23])([C:19]([O:21][CH3:22])=[O:20])[CH3:18])=[O:15])=[CH:10][CH:9]=2)=[CH:4][CH:3]=1.Cl[C:25]1[S:26][C:27]2[CH:33]=[C:32]([O:34][CH3:35])[CH:31]=[CH:30][C:28]=2[N:29]=1.